This data is from Peptide-MHC class I binding affinity with 185,985 pairs from IEDB/IMGT. The task is: Regression. Given a peptide amino acid sequence and an MHC pseudo amino acid sequence, predict their binding affinity value. This is MHC class I binding data. (1) The peptide sequence is KYLYLWSFK. The MHC is HLA-A03:01 with pseudo-sequence HLA-A03:01. The binding affinity (normalized) is 0.527. (2) The peptide sequence is VMKRNFIDF. The MHC is HLA-B07:02 with pseudo-sequence HLA-B07:02. The binding affinity (normalized) is 0.0547. (3) The MHC is HLA-B51:01 with pseudo-sequence HLA-B51:01. The binding affinity (normalized) is 0. The peptide sequence is ERYLKDQQL. (4) The peptide sequence is WENGFKVVL. The MHC is HLA-B15:17 with pseudo-sequence HLA-B15:17. The binding affinity (normalized) is 0.0847. (5) The peptide sequence is RTQAVIYAF. The MHC is HLA-A30:01 with pseudo-sequence HLA-A30:01. The binding affinity (normalized) is 0.597. (6) The peptide sequence is SPGDLQTLAL. The MHC is HLA-B42:01 with pseudo-sequence HLA-B42:01. The binding affinity (normalized) is 0.671. (7) The peptide sequence is VSFDQNLDY. The MHC is HLA-B15:09 with pseudo-sequence HLA-B15:09. The binding affinity (normalized) is 0.0847. (8) The peptide sequence is RYWYFAAEL. The MHC is HLA-C07:02 with pseudo-sequence HLA-C07:02. The binding affinity (normalized) is 0.360.